The task is: Predict the reactants needed to synthesize the given product.. This data is from Full USPTO retrosynthesis dataset with 1.9M reactions from patents (1976-2016). The reactants are: [Br:1][C:2]1[CH:10]=[CH:9][C:5]([C:6](Cl)=[O:7])=[C:4]([CH2:11][CH3:12])[CH:3]=1.[CH3:13][NH2:14]. Given the product [Br:1][C:2]1[CH:10]=[CH:9][C:5]([C:6]([NH:14][CH3:13])=[O:7])=[C:4]([CH2:11][CH3:12])[CH:3]=1, predict the reactants needed to synthesize it.